This data is from Catalyst prediction with 721,799 reactions and 888 catalyst types from USPTO. The task is: Predict which catalyst facilitates the given reaction. (1) Reactant: [Cl:1][C:2]1[CH:3]=[CH:4][C:5]([N+:18]([O-])=O)=[C:6]([CH:17]=1)[C:7]([NH:9][C:10]1[CH:15]=[CH:14][C:13]([Cl:16])=[CH:12][N:11]=1)=[O:8].N. Product: [NH2:18][C:5]1[CH:4]=[CH:3][C:2]([Cl:1])=[CH:17][C:6]=1[C:7]([NH:9][C:10]1[CH:15]=[CH:14][C:13]([Cl:16])=[CH:12][N:11]=1)=[O:8]. The catalyst class is: 13. (2) Reactant: [OH-].[Na+].[CH3:3][O:4][CH2:5][CH2:6][O:7][CH2:8][O:9][C:10]1[CH:15]=[CH:14][C:13]([C@@H:16]2[CH2:18][C@H:17]2[C:19]([O:21]CC)=[O:20])=[CH:12][CH:11]=1. Product: [CH3:3][O:4][CH2:5][CH2:6][O:7][CH2:8][O:9][C:10]1[CH:15]=[CH:14][C:13]([C@@H:16]2[CH2:18][C@H:17]2[C:19]([OH:21])=[O:20])=[CH:12][CH:11]=1. The catalyst class is: 5. (3) Reactant: [CH3:1][Si:2]([CH3:7])([CH3:6])[CH2:3][CH2:4][OH:5].C([Li])CCC.Cl[C:14]1[N:19]=[C:18]([Cl:20])[CH:17]=[CH:16][N:15]=1. Product: [Cl:20][C:18]1[CH:17]=[CH:16][N:15]=[C:14]([O:5][CH2:4][CH2:3][Si:2]([CH3:7])([CH3:6])[CH3:1])[N:19]=1. The catalyst class is: 1. (4) Reactant: [F:1][CH:2]([F:18])[C:3]1([CH3:17])[C:8]2[O:9][C:10]3[CH:15]=[C:14](I)[CH:13]=[CH:12][C:11]=3[C:7]=2[CH2:6][CH2:5][NH:4]1.[F:19][C:20]1[C:25]([F:26])=[CH:24][CH:23]=[CH:22][C:21]=1[S:27][Si](C(C)C)(C(C)C)C(C)C.[F-].[Cs+].C(O)CO.CN(C=O)C. Product: [F:1][CH:2]([F:18])[C:3]1([CH3:17])[C:8]2[O:9][C:10]3[CH:15]=[C:14]([S:27][C:21]4[CH:22]=[CH:23][CH:24]=[C:25]([F:26])[C:20]=4[F:19])[CH:13]=[CH:12][C:11]=3[C:7]=2[CH2:6][CH2:5][NH:4]1. The catalyst class is: 205. (5) Reactant: [C:1]([O:5][C:6]([N:8]([CH2:20][CH:21]1[CH2:23][CH2:22]1)[C@@H:9]1[CH2:11][C@H:10]1[C:12]1[S:16][C:15]([C:17](O)=[O:18])=[CH:14][CH:13]=1)=[O:7])([CH3:4])([CH3:3])[CH3:2].[CH3:24][C:25]1[S:29][C:28]([NH2:30])=[N:27][N:26]=1.C(N(CC)CC)C.F[P-](F)(F)(F)(F)F.N1(OC(N(C)C)=[N+](C)C)C2N=CC=CC=2N=N1. Product: [C:1]([O:5][C:6](=[O:7])[N:8]([CH2:20][CH:21]1[CH2:23][CH2:22]1)[C@@H:9]1[CH2:11][C@H:10]1[C:12]1[S:16][C:15]([C:17](=[O:18])[NH:30][C:28]2[S:29][C:25]([CH3:24])=[N:26][N:27]=2)=[CH:14][CH:13]=1)([CH3:4])([CH3:2])[CH3:3]. The catalyst class is: 384. (6) Product: [C:1]([O:5][N:6]=[C:7]1[C:16]2[C:11](=[CH:12][CH:13]=[C:14]([CH:17]=[O:18])[CH:15]=2)[O:10][C:9]([C:19]2[N:24]=[CH:23][N:22]3[CH:25]=[CH:26][CH:27]=[C:21]3[CH:20]=2)=[CH:8]1)([CH3:4])([CH3:2])[CH3:3]. Reactant: [C:1]([O:5][N:6]=[C:7]1[C:16]2[C:11](=[CH:12][CH:13]=[C:14]([CH2:17][OH:18])[CH:15]=2)[O:10][C:9]([C:19]2[N:24]=[CH:23][N:22]3[CH:25]=[CH:26][CH:27]=[C:21]3[CH:20]=2)=[CH:8]1)([CH3:4])([CH3:3])[CH3:2].CC(OI1(OC(C)=O)(OC(C)=O)OC(=O)C2C=CC=CC1=2)=O. The catalyst class is: 4.